Dataset: Reaction yield outcomes from USPTO patents with 853,638 reactions. Task: Predict the reaction yield, written as a fraction of the theoretical maximum amount of product (1.0 means a 100% yield; for example, 0.34 means a 34% yield). (1) The reactants are [Br:1][C:2]1[C:3](=[O:9])[NH:4][N:5]=[C:6]([Cl:8])[CH:7]=1.[H-].[Na+].[CH3:12][Si:13]([CH3:20])([CH3:19])[CH2:14][CH2:15][O:16][CH2:17]Cl. The catalyst is CN(C=O)C. The product is [Br:1][C:2]1[C:3](=[O:9])[N:4]([CH2:17][O:16][CH2:15][CH2:14][Si:13]([CH3:20])([CH3:19])[CH3:12])[N:5]=[C:6]([Cl:8])[CH:7]=1. The yield is 0.560. (2) The reactants are [OH:1][C:2]1[CH:6]=[C:5]([C:7]([O:9][CH3:10])=[O:8])[N:4]([CH3:11])[N:3]=1.[CH2:12](Br)[C:13]1[CH:18]=[CH:17][CH:16]=[CH:15][CH:14]=1.C(=O)([O-])[O-].[K+].[K+].Cl. The catalyst is CN(C)C=O. The product is [CH2:12]([O:1][C:2]1[CH:6]=[C:5]([C:7]([O:9][CH3:10])=[O:8])[N:4]([CH3:11])[N:3]=1)[C:13]1[CH:18]=[CH:17][CH:16]=[CH:15][CH:14]=1. The yield is 0.960. (3) The reactants are [H-].[H-].[H-].[H-].[Li+].[Al+3].[NH2:7][C:8]1[CH:13]=[CH:12][C:11]([CH:14]2[CH2:19][CH2:18][N:17]([C:20](OC(C)(C)C)=O)[CH2:16][CH2:15]2)=[C:10]([C:27]([F:30])([F:29])[F:28])[CH:9]=1. The catalyst is C1COCC1. The product is [CH3:20][N:17]1[CH2:16][CH2:15][CH:14]([C:11]2[CH:12]=[CH:13][C:8]([NH2:7])=[CH:9][C:10]=2[C:27]([F:28])([F:29])[F:30])[CH2:19][CH2:18]1. The yield is 0.560. (4) The reactants are [C:1]([N:5]1[C:13]2[C:8](=[CH:9][C:10]([N+:14]([O-])=O)=[CH:11][CH:12]=2)[CH:7]=[CH:6]1)([CH3:4])([CH3:3])[CH3:2]. The catalyst is [Ni]. The product is [C:1]([N:5]1[C:13]2[C:8](=[CH:9][C:10]([NH2:14])=[CH:11][CH:12]=2)[CH:7]=[CH:6]1)([CH3:4])([CH3:2])[CH3:3]. The yield is 0.450. (5) The reactants are [Cl:1][C:2]1[C:10]2[C:5](=[CH:6][CH:7]=[C:8]([O:11][CH3:12])[CH:9]=2)[NH:4][C:3]=1[C:13]1[N:17]=[C:16]([CH3:18])[O:15][N:14]=1.CN(C)C=O.[C:24]([O:28][C:29]([NH:31][CH2:32][C:33]1[CH:38]=[CH:37][C:36](B(O)O)=[CH:35][CH:34]=1)=[O:30])([CH3:27])([CH3:26])[CH3:25].C(N(CC)C(C)C)(C)C. The catalyst is C([O-])(=O)C.[Cu+2].C([O-])(=O)C. The product is [C:24]([O:28][C:29](=[O:30])[NH:31][CH2:32][C:33]1[CH:34]=[CH:35][C:36]([N:4]2[C:5]3[C:10](=[CH:9][C:8]([O:11][CH3:12])=[CH:7][CH:6]=3)[C:2]([Cl:1])=[C:3]2[C:13]2[N:17]=[C:16]([CH3:18])[O:15][N:14]=2)=[CH:37][CH:38]=1)([CH3:27])([CH3:25])[CH3:26]. The yield is 0.576. (6) The reactants are C(O)=O.Cl[S:5]([N:8]=C=O)(=[O:7])=[O:6].[CH2:11]([OH:15])[CH2:12][CH2:13][CH3:14].N1C=CC=CC=1. The catalyst is C(#N)C.O. The product is [S:5](=[O:6])(=[O:7])([O:15][CH2:11][CH2:12][CH2:13][CH3:14])[NH2:8]. The yield is 0.990.